Task: Regression. Given two drug SMILES strings and cell line genomic features, predict the synergy score measuring deviation from expected non-interaction effect.. Dataset: NCI-60 drug combinations with 297,098 pairs across 59 cell lines (1) Drug 1: CCC(=C(C1=CC=CC=C1)C2=CC=C(C=C2)OCCN(C)C)C3=CC=CC=C3.C(C(=O)O)C(CC(=O)O)(C(=O)O)O. Drug 2: CCC1(CC2CC(C3=C(CCN(C2)C1)C4=CC=CC=C4N3)(C5=C(C=C6C(=C5)C78CCN9C7C(C=CC9)(C(C(C8N6C)(C(=O)OC)O)OC(=O)C)CC)OC)C(=O)OC)O.OS(=O)(=O)O. Cell line: SK-MEL-5. Synergy scores: CSS=37.2, Synergy_ZIP=16.0, Synergy_Bliss=17.8, Synergy_Loewe=18.1, Synergy_HSA=17.0. (2) Drug 1: CCN(CC)CCNC(=O)C1=C(NC(=C1C)C=C2C3=C(C=CC(=C3)F)NC2=O)C. Drug 2: C1CN(CCN1C(=O)CCBr)C(=O)CCBr. Cell line: SNB-19. Synergy scores: CSS=10.5, Synergy_ZIP=-2.37, Synergy_Bliss=2.60, Synergy_Loewe=2.20, Synergy_HSA=1.17. (3) Drug 1: C1CN1C2=NC(=NC(=N2)N3CC3)N4CC4. Drug 2: C1=CC(=CC=C1CCC2=CNC3=C2C(=O)NC(=N3)N)C(=O)NC(CCC(=O)O)C(=O)O. Cell line: RPMI-8226. Synergy scores: CSS=46.9, Synergy_ZIP=-5.57, Synergy_Bliss=-6.17, Synergy_Loewe=-3.33, Synergy_HSA=-0.00148. (4) Drug 1: CN1CCC(CC1)COC2=C(C=C3C(=C2)N=CN=C3NC4=C(C=C(C=C4)Br)F)OC. Drug 2: CC(C1=C(C=CC(=C1Cl)F)Cl)OC2=C(N=CC(=C2)C3=CN(N=C3)C4CCNCC4)N. Cell line: NCI-H460. Synergy scores: CSS=9.32, Synergy_ZIP=-2.51, Synergy_Bliss=3.11, Synergy_Loewe=3.25, Synergy_HSA=3.53. (5) Drug 1: C1=NC2=C(N=C(N=C2N1C3C(C(C(O3)CO)O)O)F)N. Drug 2: COC1=NC(=NC2=C1N=CN2C3C(C(C(O3)CO)O)O)N. Cell line: A549. Synergy scores: CSS=-4.76, Synergy_ZIP=0.675, Synergy_Bliss=-4.05, Synergy_Loewe=-6.28, Synergy_HSA=-6.59. (6) Drug 1: CC1=C(C=C(C=C1)NC2=NC=CC(=N2)N(C)C3=CC4=NN(C(=C4C=C3)C)C)S(=O)(=O)N.Cl. Drug 2: C1CCC(C1)C(CC#N)N2C=C(C=N2)C3=C4C=CNC4=NC=N3. Cell line: NCI-H522. Synergy scores: CSS=13.7, Synergy_ZIP=-1.92, Synergy_Bliss=3.36, Synergy_Loewe=-1.16, Synergy_HSA=2.99.